The task is: Predict the product of the given reaction.. This data is from Forward reaction prediction with 1.9M reactions from USPTO patents (1976-2016). (1) The product is: [O:1]([C:8]1[CH:9]=[C:10]([C:14]23[CH2:21][CH2:20][C:17]([CH2:22][CH2:23][CH2:24][OH:25])([CH2:18][CH2:19]2)[CH2:16][O:15]3)[CH:11]=[CH:12][CH:13]=1)[C:2]1[CH:7]=[CH:6][CH:5]=[CH:4][CH:3]=1. Given the reactants [O:1]([C:8]1[CH:9]=[C:10]([C:14]23[CH2:21][CH2:20][C:17]([CH2:22][CH2:23][CH:24]=[O:25])([CH2:18][CH2:19]2)[CH2:16][O:15]3)[CH:11]=[CH:12][CH:13]=1)[C:2]1[CH:7]=[CH:6][CH:5]=[CH:4][CH:3]=1.CC(C[AlH]CC(C)C)C, predict the reaction product. (2) Given the reactants Cl[CH2:2][C:3]([O:5][CH2:6][CH3:7])=[O:4].[NH:8]1[C:16]2[C:11](=[N:12][CH:13]=[CH:14][CH:15]=2)[C:10]([NH2:17])=[CH:9]1, predict the reaction product. The product is: [NH:8]1[C:16]2[C:11](=[N:12][CH:13]=[CH:14][CH:15]=2)[C:10]([NH:17][CH2:2][C:3]([O:5][CH2:6][CH3:7])=[O:4])=[CH:9]1. (3) Given the reactants Br[C:2]1[S:6][C:5]([NH:7][C:8](=[O:14])[O:9][C:10]([CH3:13])([CH3:12])[CH3:11])=[N:4][CH:3]=1.[C:15]([Si:17]([CH3:20])([CH3:19])[CH3:18])#[CH:16].C(N(C(C)C)CC)(C)C, predict the reaction product. The product is: [CH3:18][Si:17]([C:15]#[C:16][C:2]1[S:6][C:5]([NH:7][C:8](=[O:14])[O:9][C:10]([CH3:13])([CH3:12])[CH3:11])=[N:4][CH:3]=1)([CH3:20])[CH3:19]. (4) The product is: [NH2:1][C@H:2]1[C:7]([F:9])([F:8])[CH2:6][CH2:5][CH2:4][C@H:3]1[NH:10][C:11]1[N:12]=[C:13]([NH:20][C:21]2[CH:22]=[C:23]3[C:28](=[CH:29][CH:30]=2)[NH:27][C:26](=[O:31])[CH2:25][CH2:24]3)[C:14]([C:17]#[N:18])=[N:15][CH:16]=1. Given the reactants [NH2:1][C@H:2]1[C:7]([F:9])([F:8])[CH2:6][CH2:5][CH2:4][C@H:3]1[NH:10][C:11]1[N:12]=[C:13](Cl)[C:14]([C:17]#[N:18])=[N:15][CH:16]=1.[NH2:20][C:21]1[CH:22]=[C:23]2[C:28](=[CH:29][CH:30]=1)[NH:27][C:26](=[O:31])[CH2:25][CH2:24]2.C([O-])([O-])=O.[K+].[K+].C1C=CC(P(C2C(C3C(P(C4C=CC=CC=4)C4C=CC=CC=4)=CC=C4C=3C=CC=C4)=C3C(C=CC=C3)=CC=2)C2C=CC=CC=2)=CC=1, predict the reaction product.